Dataset: Reaction yield outcomes from USPTO patents with 853,638 reactions. Task: Predict the reaction yield, written as a fraction of the theoretical maximum amount of product (1.0 means a 100% yield; for example, 0.34 means a 34% yield). The reactants are [CH2:1]([N:6]1[C:14]2[N:13]=[CH:12][NH:11][C:10]=2[C:9](=[O:15])[N:8]2[C:16]([C:19]3[CH:24]=[CH:23][CH:22]=[CH:21][CH:20]=3)=[N:17][N:18]=[C:7]12)[CH2:2][CH2:3][CH2:4][CH3:5].[Br:25]N1C(=O)CCC1=O. The catalyst is C1COCC1. The product is [Br:25][C:12]1[NH:11][C:10]2[C:9](=[O:15])[N:8]3[C:16]([C:19]4[CH:24]=[CH:23][CH:22]=[CH:21][CH:20]=4)=[N:17][N:18]=[C:7]3[N:6]([CH2:1][CH2:2][CH2:3][CH2:4][CH3:5])[C:14]=2[N:13]=1. The yield is 0.233.